This data is from NCI-60 drug combinations with 297,098 pairs across 59 cell lines. The task is: Regression. Given two drug SMILES strings and cell line genomic features, predict the synergy score measuring deviation from expected non-interaction effect. (1) Drug 1: C1=NC2=C(N=C(N=C2N1C3C(C(C(O3)CO)O)O)F)N. Drug 2: C1=CC=C(C=C1)NC(=O)CCCCCCC(=O)NO. Cell line: SK-MEL-28. Synergy scores: CSS=27.0, Synergy_ZIP=-8.33, Synergy_Bliss=-5.89, Synergy_Loewe=-11.1, Synergy_HSA=-5.34. (2) Synergy scores: CSS=23.0, Synergy_ZIP=-4.24, Synergy_Bliss=0.866, Synergy_Loewe=-3.98, Synergy_HSA=1.80. Drug 1: CC12CCC3C(C1CCC2=O)CC(=C)C4=CC(=O)C=CC34C. Drug 2: CCN(CC)CCCC(C)NC1=C2C=C(C=CC2=NC3=C1C=CC(=C3)Cl)OC. Cell line: NCI-H226. (3) Drug 1: C1C(C(OC1N2C=C(C(=O)NC2=O)F)CO)O. Drug 2: CNC(=O)C1=NC=CC(=C1)OC2=CC=C(C=C2)NC(=O)NC3=CC(=C(C=C3)Cl)C(F)(F)F. Cell line: KM12. Synergy scores: CSS=17.7, Synergy_ZIP=0.715, Synergy_Bliss=-0.321, Synergy_Loewe=-11.1, Synergy_HSA=-0.678. (4) Drug 1: COC1=CC(=CC(=C1O)OC)C2C3C(COC3=O)C(C4=CC5=C(C=C24)OCO5)OC6C(C(C7C(O6)COC(O7)C8=CC=CS8)O)O. Drug 2: CCC1(C2=C(COC1=O)C(=O)N3CC4=CC5=C(C=CC(=C5CN(C)C)O)N=C4C3=C2)O.Cl. Cell line: MALME-3M. Synergy scores: CSS=32.2, Synergy_ZIP=-6.59, Synergy_Bliss=-3.24, Synergy_Loewe=-1.90, Synergy_HSA=-1.58.